This data is from Full USPTO retrosynthesis dataset with 1.9M reactions from patents (1976-2016). The task is: Predict the reactants needed to synthesize the given product. (1) Given the product [CH:5]1[C:6]2=[N:10][CH:9]=[N:8][C:7]2=[C:2]([NH2:12])[NH:3][CH:4]=1, predict the reactants needed to synthesize it. The reactants are: Cl[C:2]1[C:7]2[N:8]=[CH:9][NH:10][C:6]=2[CH:5]=[CH:4][N:3]=1.[Li][N:12]=[N+]=[N-]. (2) Given the product [Cl:1][C:2]1[CH:3]=[C:4]2[C:5]([CH:6]([OH:7])[N:8]([CH2:11][CH:12]([CH3:13])[CH3:14])[C:9]2=[O:10])=[CH:15][CH:16]=1.[Cl:1][C:2]1[CH:3]=[C:4]2[C:5](=[CH:15][CH:16]=1)[C:6](=[O:7])[N:8]([CH2:11][CH:12]([CH3:13])[CH3:14])[CH:9]2[OH:10], predict the reactants needed to synthesize it. The reactants are: [Cl:1][C:2]1[CH:3]=[C:4]2[C:9](=[O:10])[N:8]([CH2:11][CH:12]([CH3:14])[CH3:13])[C:6](=[O:7])[C:5]2=[CH:15][CH:16]=1.O. (3) Given the product [CH3:10][C:5]1[CH:4]=[CH:3][C:2]([B:14]2[O:15][C:16]([CH3:18])([CH3:17])[C:12]([CH3:28])([CH3:11])[O:13]2)=[CH:9][C:6]=1[CH:7]=[O:8], predict the reactants needed to synthesize it. The reactants are: Br[C:2]1[CH:3]=[CH:4][C:5]([CH3:10])=[C:6]([CH:9]=1)[CH:7]=[O:8].[CH3:11][C:12]1([CH3:28])[C:16]([CH3:18])([CH3:17])[O:15][B:14]([B:14]2[O:15][C:16]([CH3:18])([CH3:17])[C:12]([CH3:28])([CH3:11])[O:13]2)[O:13]1.C([O-])(=O)C.[K+].